The task is: Regression. Given two drug SMILES strings and cell line genomic features, predict the synergy score measuring deviation from expected non-interaction effect.. This data is from Merck oncology drug combination screen with 23,052 pairs across 39 cell lines. (1) Drug 2: CCc1cnn2c(NCc3ccc[n+]([O-])c3)cc(N3CCCCC3CCO)nc12. Synergy scores: synergy=9.42. Cell line: RKO. Drug 1: CC1CC2C3CCC4=CC(=O)C=CC4(C)C3(F)C(O)CC2(C)C1(O)C(=O)CO. (2) Drug 1: CNC(=O)c1cc(Oc2ccc(NC(=O)Nc3ccc(Cl)c(C(F)(F)F)c3)cc2)ccn1. Drug 2: CCc1cnn2c(NCc3ccc[n+]([O-])c3)cc(N3CCCCC3CCO)nc12. Cell line: ZR751. Synergy scores: synergy=-27.9. (3) Drug 1: O=P1(N(CCCl)CCCl)NCCCO1. Drug 2: NC1(c2ccc(-c3nc4ccn5c(=O)[nH]nc5c4cc3-c3ccccc3)cc2)CCC1. Cell line: HT29. Synergy scores: synergy=-0.319. (4) Drug 1: CC(=O)OC1C(=O)C2(C)C(O)CC3OCC3(OC(C)=O)C2C(OC(=O)c2ccccc2)C2(O)CC(OC(=O)C(O)C(NC(=O)c3ccccc3)c3ccccc3)C(C)=C1C2(C)C. Drug 2: Cc1nc(Nc2ncc(C(=O)Nc3c(C)cccc3Cl)s2)cc(N2CCN(CCO)CC2)n1. Cell line: UWB1289BRCA1. Synergy scores: synergy=13.7.